Dataset: Reaction yield outcomes from USPTO patents with 853,638 reactions. Task: Predict the reaction yield, written as a fraction of the theoretical maximum amount of product (1.0 means a 100% yield; for example, 0.34 means a 34% yield). The reactants are [O:1]=[C:2]1[NH:6][C:5]2[CH:7]=[CH:8][C:9]([C:11]#N)=[CH:10][C:4]=2[O:3]1.[OH2:13]. The catalyst is C(O)=O.[Al].[Ni]. The product is [O:1]=[C:2]1[NH:6][C:5]2[CH:7]=[CH:8][C:9]([CH:11]=[O:13])=[CH:10][C:4]=2[O:3]1. The yield is 0.970.